Dataset: Forward reaction prediction with 1.9M reactions from USPTO patents (1976-2016). Task: Predict the product of the given reaction. (1) Given the reactants [ClH:1].[F:2][C:3]([F:12])([F:11])[C@@H:4]([CH3:10])[C@H:5]([NH:8]N)[CH2:6][OH:7], predict the reaction product. The product is: [ClH:1].[NH2:8][C@@H:5]([C@H:4]([CH3:10])[C:3]([F:12])([F:11])[F:2])[CH2:6][OH:7]. (2) Given the reactants [F:1][C:2]1[CH:23]=[CH:22][C:21]([CH2:24][C:25]2[C:34]3[C:29](=[CH:30][CH:31]=[CH:32][CH:33]=3)[C:28](=[O:35])[NH:27][N:26]=2)=[CH:20][C:3]=1[C:4]([N:6]1[CH2:11][C@@H:10]2[CH2:12][C@H:7]1[CH2:8][N:9]2C(OC(C)(C)C)=O)=[O:5].[C:36]([OH:42])([C:38]([F:41])([F:40])[F:39])=[O:37], predict the reaction product. The product is: [OH:42][C:36]([C:38]([F:41])([F:40])[F:39])=[O:37].[C@H:7]12[CH2:12][C@H:10]([NH:9][CH2:8]1)[CH2:11][N:6]2[C:4]([C:3]1[CH:20]=[C:21]([CH:22]=[CH:23][C:2]=1[F:1])[CH2:24][C:25]1[C:34]2[C:29](=[CH:30][CH:31]=[CH:32][CH:33]=2)[C:28](=[O:35])[NH:27][N:26]=1)=[O:5]. (3) Given the reactants [NH2:1][C:2]1[C:10]([CH3:11])=[CH:9][CH:8]=[CH:7][C:3]=1[C:4]([NH2:6])=[O:5].CCN(C(C)C)C(C)C.Cl[C:22](=[O:28])[C:23]([O:25][CH2:26][CH3:27])=[O:24], predict the reaction product. The product is: [C:4]([C:3]1[CH:7]=[CH:8][CH:9]=[C:10]([CH3:11])[C:2]=1[NH:1][C:22](=[O:28])[C:23]([O:25][CH2:26][CH3:27])=[O:24])(=[O:5])[NH2:6]. (4) Given the reactants [F:1][C:2]([F:42])([C@H:35]1[CH2:40][CH2:39][C@H:38]([OH:41])[CH2:37][CH2:36]1)[O:3][C:4]1[CH:9]=[CH:8][C:7]([C:10]2[CH:15]=[CH:14][N:13]([CH2:16][CH2:17][C@@:18]([CH3:33])([S:29]([CH3:32])(=[O:31])=[O:30])[C:19]([NH:21][O:22]C3CCCCO3)=[O:20])[C:12](=[O:34])[CH:11]=2)=[CH:6][CH:5]=1.Cl.CO, predict the reaction product. The product is: [F:42][C:2]([F:1])([C@H:35]1[CH2:36][CH2:37][C@H:38]([OH:41])[CH2:39][CH2:40]1)[O:3][C:4]1[CH:9]=[CH:8][C:7]([C:10]2[CH:15]=[CH:14][N:13]([CH2:16][CH2:17][C@@:18]([CH3:33])([S:29]([CH3:32])(=[O:31])=[O:30])[C:19]([NH:21][OH:22])=[O:20])[C:12](=[O:34])[CH:11]=2)=[CH:6][CH:5]=1.